Dataset: Full USPTO retrosynthesis dataset with 1.9M reactions from patents (1976-2016). Task: Predict the reactants needed to synthesize the given product. (1) Given the product [NH:43]1[C:44]2[CH:49]=[CH:48][CH:47]=[CH:46][C:45]=2[N:50]=[C:12]1[CH:11]([NH:10][C:8](=[O:9])[O:7][C:3]([CH3:6])([CH3:5])[CH3:4])[CH2:15][C:16]1[CH:21]=[CH:20][C:19]([C:22]([F:25])([F:24])[F:23])=[CH:18][C:17]=1[F:26], predict the reactants needed to synthesize it. The reactants are: N#N.[C:3]([O:7][C:8]([NH:10][CH:11]([CH2:15][C:16]1[CH:21]=[CH:20][C:19]([C:22]([F:25])([F:24])[F:23])=[CH:18][C:17]=1[F:26])[C:12](O)=O)=[O:9])([CH3:6])([CH3:5])[CH3:4].C(N1CCOCC1)C.CN(C(O[N:43]1N=[N:50][C:45]2[CH:46]=[CH:47][CH:48]=[CH:49][C:44]1=2)=[N+](C)C)C.[B-](F)(F)(F)F.C1(N)C(N)=CC=CC=1. (2) Given the product [CH3:1][C:2]1[N:7]2[N:8]=[C:9]([CH:11]3[CH2:13][CH:12]3[C:14]([OH:16])=[O:15])[N:10]=[C:6]2[C:5]([CH3:19])=[N:4][CH:3]=1, predict the reactants needed to synthesize it. The reactants are: [CH3:1][C:2]1[N:7]2[N:8]=[C:9]([CH:11]3[CH2:13][CH:12]3[C:14]([O:16]CC)=[O:15])[N:10]=[C:6]2[C:5]([CH3:19])=[N:4][CH:3]=1.[OH-].[Na+]. (3) Given the product [Br:22][C:23]1[CH:28]=[CH:27][C:26]([C:29](=[C:43]2[CH2:42][C:41]([CH3:47])([CH3:46])[O:40][C:39]([CH3:48])([CH3:38])[CH2:44]2)[C:31]2[CH:36]=[CH:35][C:34]([OH:37])=[CH:33][CH:32]=2)=[CH:25][CH:24]=1, predict the reactants needed to synthesize it. The reactants are: BrC1C=CC(C(=C2CCOCC2)C2C=CC(O)=CC=2)=CC=1.[Br:22][C:23]1[CH:28]=[CH:27][C:26]([C:29]([C:31]2[CH:36]=[CH:35][C:34]([OH:37])=[CH:33][CH:32]=2)=O)=[CH:25][CH:24]=1.[CH3:38][C:39]1([CH3:48])[CH2:44][C:43](=O)[CH2:42][C:41]([CH3:47])([CH3:46])[O:40]1. (4) Given the product [Si:21]([O:22][CH2:23][CH2:24][NH:25][CH:2]1[CH2:16][CH2:15][C:5]2([CH2:10][CH2:9][CH:8]([CH2:11][C:12]([O:14][CH3:28])=[O:13])[CH2:7][CH2:6]2)[CH2:4][CH2:3]1)([C:17]([CH3:20])([CH3:19])[CH3:18])([CH3:27])[CH3:26], predict the reactants needed to synthesize it. The reactants are: O=[C:2]1[CH2:16][CH2:15][C:5]2([CH2:10][CH2:9][CH:8]([CH2:11][C:12]([O-:14])=[O:13])[CH2:7][CH2:6]2)[CH2:4][CH2:3]1.[C:17]([Si:21]([CH3:27])([CH3:26])[O:22][CH2:23][CH2:24][NH2:25])([CH3:20])([CH3:19])[CH3:18].[C:28]([BH3-])#N.[Na+]. (5) Given the product [C:36]([O:35][C@@H:10]1[C@@H:9]([O:8][CH2:1][C:2]2[CH:7]=[CH:6][CH:5]=[CH:4][CH:3]=2)[C@H:16]([O:17][CH2:18][C:19]2[CH:24]=[CH:23][CH:22]=[CH:21][CH:20]=2)[C@@H:15]([CH2:25][O:26][CH2:27][C:28]2[CH:29]=[CH:30][C:31]([Cl:34])=[CH:32][CH:33]=2)[O:14][C@H:11]1[O:12][CH3:13])(=[O:43])[C:37]1[CH:42]=[CH:41][CH:40]=[CH:39][CH:38]=1, predict the reactants needed to synthesize it. The reactants are: [CH2:1]([O:8][C@H:9]1[C@H:16]([O:17][CH2:18][C:19]2[CH:24]=[CH:23][CH:22]=[CH:21][CH:20]=2)[C@@H:15]([CH2:25][O:26][CH2:27][C:28]2[CH:33]=[CH:32][C:31]([Cl:34])=[CH:30][CH:29]=2)[O:14][C@@H:11]([O:12][CH3:13])[C@@H:10]1[OH:35])[C:2]1[CH:7]=[CH:6][CH:5]=[CH:4][CH:3]=1.[C:36](Cl)(=[O:43])[C:37]1[CH:42]=[CH:41][CH:40]=[CH:39][CH:38]=1. (6) Given the product [F:1][C:2]1[CH:26]=[C:25]([F:27])[CH:24]=[CH:23][C:3]=1[CH2:4][CH:5]1[CH2:13][C:12]2[C:7](=[CH:8][C:9]([O:20][CH3:21])=[C:10]([N:14]3[CH2:15][CH2:16][O:17][CH2:18][CH2:19]3)[CH:11]=2)[C:6]1=[O:22], predict the reactants needed to synthesize it. The reactants are: [F:1][C:2]1[CH:26]=[C:25]([F:27])[CH:24]=[CH:23][C:3]=1/[CH:4]=[C:5]1/[C:6](=[O:22])[C:7]2[C:12]([CH2:13]/1)=[CH:11][C:10]([N:14]1[CH2:19][CH2:18][O:17][CH2:16][CH2:15]1)=[C:9]([O:20][CH3:21])[CH:8]=2. (7) Given the product [O:13]([CH2:12][CH2:11][NH2:10])[C@@H:14]1[O:22][C@H:21]([CH2:23][OH:24])[C@@H:19]([OH:20])[C@H:17]([OH:18])[C@@H:15]1[OH:16], predict the reactants needed to synthesize it. The reactants are: C(OC(=O)[NH:10][CH2:11][CH2:12][O:13][C@@H:14]1[O:22][C@H:21]([CH2:23][OH:24])[C@@H:19]([OH:20])[C@H:17]([OH:18])[C@@H:15]1[OH:16])C1C=CC=CC=1. (8) Given the product [OH:11][CH2:10][C@@H:9]1[CH2:8][CH2:7][N:6]([C:12]([O:13][C:14]2([CH3:17])[CH2:16][CH2:15]2)=[O:18])[CH2:5][C@@H:4]1[O:3][CH3:2], predict the reactants needed to synthesize it. The reactants are: Cl.[CH3:2][O:3][C@@H:4]1[C@H:9]([CH2:10][OH:11])[CH2:8][CH2:7][NH:6][CH2:5]1.[C:12](=O)([O:18]C1C=CC([N+]([O-])=O)=CC=1)[O:13][C:14]1([CH3:17])[CH2:16][CH2:15]1.C(N(CC)CC)C. (9) The reactants are: [CH3:1][C:2]1([CH3:22])[C@H:6]([C:7]2[CH:12]=[CH:11][C:10]([CH3:13])=[CH:9][CH:8]=2)[C:5]2[C:14]([CH3:21])=[C:15]([NH2:20])[C:16]([CH3:19])=[C:17]([CH3:18])[C:4]=2[O:3]1.[C:23]1([CH:29]2[CH2:35][C:34](=O)[O:33][C:31](=[O:32])[CH2:30]2)[CH:28]=[CH:27][CH:26]=[CH:25][CH:24]=1.C(N=C=NCCCN(C)C)C.O. Given the product [CH3:1][C:2]1([CH3:22])[C@H:6]([C:7]2[CH:8]=[CH:9][C:10]([CH3:13])=[CH:11][CH:12]=2)[C:5]2[C:14]([CH3:21])=[C:15]([N:20]3[C:34](=[O:33])[CH2:35][CH:29]([C:23]4[CH:28]=[CH:27][CH:26]=[CH:25][CH:24]=4)[CH2:30][C:31]3=[O:32])[C:16]([CH3:19])=[C:17]([CH3:18])[C:4]=2[O:3]1, predict the reactants needed to synthesize it.